Task: Predict which catalyst facilitates the given reaction.. Dataset: Catalyst prediction with 721,799 reactions and 888 catalyst types from USPTO (1) Reactant: [CH2:1]([O:8][C:9]1[C:14](=[O:15])[N:13]([CH2:16][C:17]([O:19]C)=O)[C:12](S(C)(=O)=O)=[N:11][C:10]=1[C:25]([O:27][CH2:28][CH3:29])=[O:26])[C:2]1[CH:7]=[CH:6][CH:5]=[CH:4][CH:3]=1.[CH3:30][NH2:31]. Product: [CH2:1]([O:8][C:9]1[C:14](=[O:15])[N:13]2[CH2:16][C:17](=[O:19])[N:31]([CH3:30])[C:12]2=[N:11][C:10]=1[C:25]([O:27][CH2:28][CH3:29])=[O:26])[C:2]1[CH:3]=[CH:4][CH:5]=[CH:6][CH:7]=1. The catalyst class is: 7. (2) Reactant: [F:1][C:2]1[CH:7]=[CH:6][CH:5]=[CH:4][C:3]=1[C:8]1[CH:13]=[CH:12][C:11]([CH:14]([CH3:22])[CH2:15][NH:16][S:17]([CH:20]=[CH2:21])(=[O:19])=[O:18])=[CH:10][CH:9]=1.[OH-:23].[NH4+].[CH3:25]O. Product: [F:1][C:2]1[CH:7]=[CH:6][CH:5]=[CH:4][C:3]=1[C:8]1[CH:13]=[CH:12][C:11]([CH:14]([CH3:22])[CH2:15][NH:16][S:17]([CH2:20][CH2:21][O:23][CH3:25])(=[O:19])=[O:18])=[CH:10][CH:9]=1. The catalyst class is: 328. (3) Reactant: [CH:1]([C:3]1[NH:4][C:5]2[C:10]([CH:11]=1)=[CH:9][C:8]([C:12]#[N:13])=[CH:7][CH:6]=2)=O.C1(P(=[CH:33][C:34]([O:36][CH2:37][CH3:38])=[O:35])(C2C=CC=CC=2)C2C=CC=CC=2)C=CC=CC=1. Product: [C:12]([C:8]1[CH:9]=[C:10]2[C:5](=[CH:6][CH:7]=1)[NH:4][C:3](/[CH:1]=[CH:33]/[C:34]([O:36][CH2:37][CH3:38])=[O:35])=[CH:11]2)#[N:13]. The catalyst class is: 10. (4) Reactant: C([O:8][C:9]1[CH:14]=[CH:13][C:12]([N:15]2[C:19]3=[N:20][CH:21]=[CH:22][CH:23]=[C:18]3[N:17]3[CH:24]=[CH:25][N:26]=[C:16]23)=[CH:11][CH:10]=1)C1C=CC=CC=1.C1COCC1. Product: [N:26]1[CH:25]=[CH:24][N:17]2[C:18]3[C:19](=[N:20][CH:21]=[CH:22][CH:23]=3)[N:15]([C:12]3[CH:13]=[CH:14][C:9]([OH:8])=[CH:10][CH:11]=3)[C:16]=12. The catalyst class is: 43. (5) Reactant: [Br:1][C:2]1[C:7]([C:8]#[N:9])=[CH:6][C:5]([N:10]2[C:19]3[C:14](=[CH:15][C:16]([S:20](OC4C(F)=C(F)C(F)=C(F)C=4F)(=[O:22])=[O:21])=[CH:17][CH:18]=3)[CH:13]=[CH:12][C:11]2=[O:35])=[C:4]([O:36][CH3:37])[CH:3]=1.[O:38]1[CH:42]=[CH:41][C:40]([NH2:43])=[N:39]1.C1COCC1.C[Si]([N-][Si](C)(C)C)(C)C.[Li+]. Product: [Br:1][C:2]1[C:7]([C:8]#[N:9])=[CH:6][C:5]([N:10]2[C:19]3[C:14](=[CH:15][C:16]([S:20]([NH:43][C:40]4[CH:41]=[CH:42][O:38][N:39]=4)(=[O:21])=[O:22])=[CH:17][CH:18]=3)[CH:13]=[CH:12][C:11]2=[O:35])=[C:4]([O:36][CH3:37])[CH:3]=1. The catalyst class is: 25.